This data is from Reaction yield outcomes from USPTO patents with 853,638 reactions. The task is: Predict the reaction yield, written as a fraction of the theoretical maximum amount of product (1.0 means a 100% yield; for example, 0.34 means a 34% yield). (1) The reactants are [H-].[Na+].[CH:3]1([C:6]2[CH:11]=[C:10]([CH3:12])[C:9]([OH:13])=[C:8]([CH3:14])[CH:7]=2)[CH2:5][CH2:4]1.[Cl:15][C:16]1[N:17]=[C:18](Cl)[C:19]2[NH:24][CH:23]=[CH:22][C:20]=2[N:21]=1. The catalyst is CN1C(=O)CCC1.O. The product is [Cl:15][C:16]1[N:17]=[C:18]([O:13][C:9]2[C:8]([CH3:14])=[CH:7][C:6]([CH:3]3[CH2:5][CH2:4]3)=[CH:11][C:10]=2[CH3:12])[C:19]2[NH:24][CH:23]=[CH:22][C:20]=2[N:21]=1. The yield is 0.0800. (2) The reactants are [Na].Cl.[NH2:3][C:4]([NH2:6])=[NH:5].[NH2:7][C:8]1[C:9]([C:21](OC)=[O:22])=[N:10][C:11]([Cl:20])=[C:12]([C:14]2[CH:19]=[CH:18][CH:17]=[CH:16][CH:15]=2)[N:13]=1. The catalyst is CO.CN(C)C=O. The product is [C:4]([NH:6][C:21]([C:9]1[C:8]([NH2:7])=[N:13][C:12]([C:14]2[CH:19]=[CH:18][CH:17]=[CH:16][CH:15]=2)=[C:11]([Cl:20])[N:10]=1)=[O:22])(=[NH:3])[NH2:5]. The yield is 0.140. (3) The reactants are [NH2:1][C:2]1[CH:10]=[C:9]([C:11]([OH:13])=[O:12])[CH:8]=[CH:7][C:3]=1[C:4]([OH:6])=[O:5].[N:14]([O-])=O.[Na+].[F:18][C:19]1[CH:24]=[CH:23][CH:22]=[C:21]([F:25])[C:20]=1[OH:26]. The catalyst is O.Cl.[OH-].[K+]. The product is [F:18][C:19]1[CH:24]=[C:23]([N:14]=[N:1][C:2]2[CH:10]=[C:9]([C:11]([OH:13])=[O:12])[CH:8]=[CH:7][C:3]=2[C:4]([OH:6])=[O:5])[CH:22]=[C:21]([F:25])[C:20]=1[OH:26]. The yield is 0.280.